This data is from Catalyst prediction with 721,799 reactions and 888 catalyst types from USPTO. The task is: Predict which catalyst facilitates the given reaction. Reactant: CCCP(=O)=O.[Cl:7][C:8]1[CH:13]=[CH:12][C:11]([CH:14]2[CH2:19][CH2:18][CH2:17][NH:16][CH2:15]2)=[CH:10][CH:9]=1.C(N(CC)CC)C.[Cl:27][C:28]1[CH:29]=[C:30]([CH:34]=[CH:35][N:36]=1)[C:31](O)=[O:32]. Product: [Cl:27][C:28]1[CH:29]=[C:30]([C:31]([N:16]2[CH2:17][CH2:18][CH2:19][CH:14]([C:11]3[CH:10]=[CH:9][C:8]([Cl:7])=[CH:13][CH:12]=3)[CH2:15]2)=[O:32])[CH:34]=[CH:35][N:36]=1. The catalyst class is: 2.